Dataset: Full USPTO retrosynthesis dataset with 1.9M reactions from patents (1976-2016). Task: Predict the reactants needed to synthesize the given product. (1) Given the product [CH2:25]([O:24][C:23]([N:12]1[CH2:11][CH2:10][CH:9]([CH2:8][NH:7][C:4]2[CH:5]=[CH:6][N:1]=[N:2][CH:3]=2)[CH2:14][CH2:13]1)=[O:22])[C:26]1[CH:31]=[CH:30][CH:29]=[CH:28][CH:27]=1, predict the reactants needed to synthesize it. The reactants are: [N:1]1[CH:6]=[CH:5][C:4]([NH:7][CH2:8][CH:9]2[CH2:14][CH2:13][NH:12][CH2:11][CH2:10]2)=[CH:3][N:2]=1.O=C1CCC(=O)N1[O:22][C:23](=O)[O:24][CH2:25][C:26]1[CH:31]=[CH:30][CH:29]=[CH:28][CH:27]=1. (2) Given the product [F:1][C:2]1[CH:3]=[C:4]([C:21]([O:23][CH3:24])=[O:22])[C:5]2[O:9][C:8]([C:10]3[CH:11]=[CH:12][C:13]([CH2:16][NH:17][CH:18]4[CH2:26][CH2:25]4)=[CH:14][CH:15]=3)=[CH:7][C:6]=2[CH:20]=1, predict the reactants needed to synthesize it. The reactants are: [F:1][C:2]1[CH:3]=[C:4]([C:21]([O:23][CH3:24])=[O:22])[C:5]2[O:9][C:8]([C:10]3[CH:15]=[CH:14][C:13]([CH2:16][N:17](C)[CH3:18])=[CH:12][CH:11]=3)=[CH:7][C:6]=2[CH:20]=1.[C:25](C1C=CC(CNC2CC2)=CC=1)#[CH:26].FC1C=C(C(OC)=O)C(O)=C(I)C=1. (3) Given the product [CH2:30]([N:3]([CH2:1][CH3:2])[C:4]1[CH:9]=[C:8]([C:10]2[O:14][N:13]=[C:12]([C:15]3[CH:20]=[C:19]([CH3:21])[C:18]([O:22][CH2:23][C@@H:24]([OH:25])[CH2:26][O:33][CH3:32])=[C:17]([CH2:27][CH3:28])[CH:16]=3)[N:11]=2)[CH:7]=[C:6]([CH3:29])[N:5]=1)[CH3:31], predict the reactants needed to synthesize it. The reactants are: [CH2:1]([N:3]([CH2:30][CH3:31])[C:4]1[CH:9]=[C:8]([C:10]2[O:14][N:13]=[C:12]([C:15]3[CH:20]=[C:19]([CH3:21])[C:18]([O:22][CH2:23][C@@H:24]4[CH2:26][O:25]4)=[C:17]([CH2:27][CH3:28])[CH:16]=3)[N:11]=2)[CH:7]=[C:6]([CH3:29])[N:5]=1)[CH3:2].[CH3:32][O-:33].[Na+]. (4) Given the product [C:22]([C:3]1[CH:4]=[C:5]([F:21])[C:6]([NH:8][C:9]2[CH:10]=[C:11]([CH:17]=[CH:18][C:19]=2[CH3:20])[C:12]([NH:14][O:15][CH3:16])=[O:13])=[N:7][C:2]=1[NH:29][CH2:24][C:25]([CH3:28])([CH3:27])[CH3:26])#[N:23], predict the reactants needed to synthesize it. The reactants are: Cl[C:2]1[N:7]=[C:6]([NH:8][C:9]2[CH:10]=[C:11]([CH:17]=[CH:18][C:19]=2[CH3:20])[C:12]([NH:14][O:15][CH3:16])=[O:13])[C:5]([F:21])=[CH:4][C:3]=1[C:22]#[N:23].[CH2:24]([NH2:29])[C:25]([CH3:28])([CH3:27])[CH3:26].[F-].[K+].